Task: Predict which catalyst facilitates the given reaction.. Dataset: Catalyst prediction with 721,799 reactions and 888 catalyst types from USPTO The catalyst class is: 30. Product: [CH3:35][C:19]1[CH:18]=[C:17]([NH:16][CH:5]([CH3:10])[CH3:6])[C:33]([CH3:34])=[CH:32][C:20]=1[NH:21][C:22]([O:24][CH2:25][C:26]1[CH:31]=[CH:30][CH:29]=[CH:28][CH:27]=1)=[O:23]. Reactant: C(O)(=O)C.[C:5]1(C)[CH:10]=CC(S(O)(=O)=O)=C[CH:6]=1.[NH2:16][C:17]1[C:33]([CH3:34])=[CH:32][C:20]([NH:21][C:22]([O:24][CH2:25][C:26]2[CH:31]=[CH:30][CH:29]=[CH:28][CH:27]=2)=[O:23])=[C:19]([CH3:35])[CH:18]=1.CC(C)=O.C(O[BH-](OC(=O)C)OC(=O)C)(=O)C.[Na+].C(=O)([O-])O.[Na+].